Dataset: Full USPTO retrosynthesis dataset with 1.9M reactions from patents (1976-2016). Task: Predict the reactants needed to synthesize the given product. Given the product [F:38][C:15]([F:39])([CH2:14][CH2:13][CH2:12][O:6][CH2:1][CH2:2][CH:3]=[CH:4][OH:5])[C:16]([F:36])([F:37])[C:17]([F:34])([F:35])[C:18]([F:32])([F:33])[C:19]([F:30])([F:31])[C:20]([F:29])([F:28])[C:21]([F:27])([F:26])[C:22]([F:25])([F:24])[F:23], predict the reactants needed to synthesize it. The reactants are: [CH:1](/[OH:6])=[CH:2]/[CH2:3][CH2:4][OH:5].CS(O[CH2:12][CH2:13][CH2:14][C:15]([F:39])([F:38])[C:16]([F:37])([F:36])[C:17]([F:35])([F:34])[C:18]([F:33])([F:32])[C:19]([F:31])([F:30])[C:20]([F:29])([F:28])[C:21]([F:27])([F:26])[C:22]([F:25])([F:24])[F:23])(=O)=O.[OH-].[K+].O.